This data is from hERG Central: cardiac toxicity at 1µM, 10µM, and general inhibition. The task is: Predict hERG channel inhibition at various concentrations. (1) The compound is Cc1cccc(-c2nc(CN3CCCC(C(=O)NC4CCC(C)CC4)C3)c(C)o2)c1. Results: hERG_inhib (hERG inhibition (general)): blocker. (2) The drug is CCN1CCCC(OC(=O)c2cc(-c3ccccc3Cl)nc3ccccc23)C1.Cl. Results: hERG_inhib (hERG inhibition (general)): blocker. (3) The molecule is N/C(Cc1ccc([N+](=O)[O-])cc1)=N\OC(=O)c1ccccc1Br. Results: hERG_inhib (hERG inhibition (general)): blocker. (4) The drug is O=C(NCC1CCCN(Cc2ccccc2F)C1)c1cccc(C(F)(F)F)c1. Results: hERG_inhib (hERG inhibition (general)): blocker. (5) The molecule is CC1CCCN(C(=O)c2ccc(Cl)c(S(=O)(=O)N3CCCCCC3)c2)C1. Results: hERG_inhib (hERG inhibition (general)): blocker.